From a dataset of Peptide-MHC class I binding affinity with 185,985 pairs from IEDB/IMGT. Regression. Given a peptide amino acid sequence and an MHC pseudo amino acid sequence, predict their binding affinity value. This is MHC class I binding data. The peptide sequence is IAMKFHGRR. The MHC is HLA-A31:01 with pseudo-sequence HLA-A31:01. The binding affinity (normalized) is 0.755.